This data is from Catalyst prediction with 721,799 reactions and 888 catalyst types from USPTO. The task is: Predict which catalyst facilitates the given reaction. (1) Product: [CH3:65][N:45]([CH3:44])[CH:46]1[CH2:51][CH2:50][N:49]([C:52](=[O:64])[CH2:53][CH2:54][C:55]2[N:56]([CH2:60][C:61]([O:43][C:39]3[CH:38]=[C:37]4[C:42](=[CH:41][CH:40]=3)[CH2:34][CH2:35][CH2:36]4)=[O:62])[CH:57]=[CH:58][N:59]=2)[CH2:48][CH2:47]1. Reactant: C(N(C(C)C)CC)(C)C.CN(C(ON1N=NC2C=CC=CC1=2)=[N+](C)C)C.F[P-](F)(F)(F)(F)F.[CH2:34]1[C:42]2[C:37](=[CH:38][C:39]([OH:43])=[CH:40][CH:41]=2)[CH2:36][CH2:35]1.[CH3:44][N:45]([CH3:65])[CH:46]1[CH2:51][CH2:50][N:49]([C:52](=[O:64])[CH2:53][CH2:54][C:55]2[N:56]([CH2:60][C:61](O)=[O:62])[CH:57]=[CH:58][N:59]=2)[CH2:48][CH2:47]1.Cl. The catalyst class is: 22. (2) The catalyst class is: 35. Product: [F:17][C:2]1([F:1])[O:6][C:5]2[CH:7]=[CH:8][C:9]([C:11]3([C:14]([NH:42][C@H:43]4[CH2:48][C:47]([CH3:50])([CH3:49])[O:46][C@@H:45]([C:51]5[CH:60]=[CH:59][C:54]([C:55]([O:57][CH3:58])=[O:56])=[CH:53][CH:52]=5)[CH2:44]4)=[O:16])[CH2:12][CH2:13]3)=[CH:10][C:4]=2[O:3]1. Reactant: [F:1][C:2]1([F:17])[O:6][C:5]2[CH:7]=[CH:8][C:9]([C:11]3([C:14]([OH:16])=O)[CH2:13][CH2:12]3)=[CH:10][C:4]=2[O:3]1.F[P-](F)(F)(F)(F)F.CN(C(N(C)C)=[N+]1C2C(=NC=CC=2)[N+]([O-])=N1)C.[NH2:42][C@H:43]1[CH2:48][C:47]([CH3:50])([CH3:49])[O:46][C@@H:45]([C:51]2[CH:60]=[CH:59][C:54]([C:55]([O:57][CH3:58])=[O:56])=[CH:53][CH:52]=2)[CH2:44]1.C(N(C(C)C)C(C)C)C. (3) Reactant: C[O:2][C:3](=[O:35])[CH:4]([O:32][CH2:33][CH3:34])[CH2:5][C:6]1[CH:11]=[CH:10][C:9]([CH2:12][CH2:13][N:14]([CH2:25][CH2:26][CH2:27][CH2:28][CH2:29][CH2:30][CH3:31])[C:15](=[O:24])[CH2:16][C:17]2[CH:22]=[CH:21][C:20]([CH3:23])=[CH:19][CH:18]=2)=[CH:8][CH:7]=1.[Li+].[OH-]. Product: [CH2:33]([O:32][CH:4]([CH2:5][C:6]1[CH:11]=[CH:10][C:9]([CH2:12][CH2:13][N:14]([CH2:25][CH2:26][CH2:27][CH2:28][CH2:29][CH2:30][CH3:31])[C:15](=[O:24])[CH2:16][C:17]2[CH:18]=[CH:19][C:20]([CH3:23])=[CH:21][CH:22]=2)=[CH:8][CH:7]=1)[C:3]([OH:35])=[O:2])[CH3:34]. The catalyst class is: 7. (4) Reactant: [CH3:1][O:2][C:3](=[O:10])[CH2:4][CH2:5][CH2:6][C:7](O)=[O:8].C(Cl)(=O)C([Cl:14])=O. Product: [Cl:14][C:7](=[O:8])[CH2:6][CH2:5][CH2:4][C:3]([O:2][CH3:1])=[O:10]. The catalyst class is: 118.